Dataset: Catalyst prediction with 721,799 reactions and 888 catalyst types from USPTO. Task: Predict which catalyst facilitates the given reaction. (1) Reactant: Br[C:2]1[CH:3]=[N:4][CH:5]=[C:6]2[C:11]=1[N:10]=[C:9]([C:12]([NH:14][CH:15]([C:17]1[CH:22]=[CH:21][CH:20]=[C:19]([S:23]([CH3:26])(=[O:25])=[O:24])[CH:18]=1)[CH3:16])=[O:13])[CH:8]=[CH:7]2.[Cl:27][C:28]1[CH:33]=[CH:32][C:31](B(O)O)=[CH:30][CH:29]=1.C(=O)([O-])[O-].[Cs+].[Cs+]. Product: [Cl:27][C:28]1[CH:33]=[CH:32][C:31]([C:2]2[CH:3]=[N:4][CH:5]=[C:6]3[C:11]=2[N:10]=[C:9]([C:12]([NH:14][CH:15]([C:17]2[CH:22]=[CH:21][CH:20]=[C:19]([S:23]([CH3:26])(=[O:25])=[O:24])[CH:18]=2)[CH3:16])=[O:13])[CH:8]=[CH:7]3)=[CH:30][CH:29]=1. The catalyst class is: 688. (2) Reactant: [H-].[Li+].[CH:3]([N:6]([CH2:10][CH3:11])[CH:7]([CH3:9])[CH3:8])([CH3:5])[CH3:4].[B:12](OC)(OC)OC.[Cl-].[Al+3].[Cl-].[Cl-].C(N(CC)C(C)C)(C)C.B. Product: [B:12].[CH3:11][CH2:10][N:6]([CH:7]([CH3:9])[CH3:8])[CH:3]([CH3:5])[CH3:4]. The catalyst class is: 7. (3) Reactant: C(O[C:6]([N:8](C)[CH2:9][CH2:10][C@H:11]1[CH2:16][CH2:15][C@H:14]([C:17]([OH:19])=[O:18])[CH2:13][CH2:12]1)=O)(C)(C)C.Cl. Product: [CH3:6][NH:8][CH2:9][CH2:10][C@H:11]1[CH2:16][CH2:15][C@H:14]([C:17]([OH:19])=[O:18])[CH2:13][CH2:12]1. The catalyst class is: 12. (4) Reactant: FC(F)(F)C(O)=O.[Cl:8][C:9]1[C:10]([F:43])=[C:11]([CH:15]2[C:19]([C:22]3[CH:27]=[CH:26][C:25]([Cl:28])=[CH:24][C:23]=3[F:29])([C:20]#[N:21])[CH:18]([CH2:30][C:31]([C:34]3CCOCC=3)([CH3:33])[CH3:32])[NH:17][CH:16]2[C:40]([OH:42])=O)[CH:12]=[CH:13][CH:14]=1.[CH3:44][C:45]1([CH3:53])[O:49][C@@H:48]([CH2:50][CH2:51][NH2:52])[CH2:47][O:46]1.CN(C(ON1N=N[C:64]2[CH:65]=[CH:66][CH:67]=N[C:63]1=2)=[N+](C)C)C.F[P-](F)(F)(F)(F)F.[CH3:78][CH2:79][N:80]([CH:84]([CH3:86])C)[CH:81]([CH3:83])C. Product: [CH3:44][C:45]1([CH3:53])[O:49][C@@H:48]([CH2:50][CH2:51][NH:52][C:40]([CH:16]2[CH:15]([C:11]3[CH:12]=[CH:13][CH:14]=[C:9]([Cl:8])[C:10]=3[F:43])[C:19]([C:22]3[CH:27]=[CH:26][C:25]([Cl:28])=[CH:24][C:23]=3[F:29])([C:20]#[N:21])[CH:18]([CH2:30][C:31]([C:34]3[CH2:86][CH2:84][N:80]([CH2:79][C:78]4[CH:67]=[CH:66][CH:65]=[CH:64][CH:63]=4)[CH2:81][CH:83]=3)([CH3:32])[CH3:33])[NH:17]2)=[O:42])[CH2:47][O:46]1. The catalyst class is: 2.